This data is from Reaction yield outcomes from USPTO patents with 853,638 reactions. The task is: Predict the reaction yield, written as a fraction of the theoretical maximum amount of product (1.0 means a 100% yield; for example, 0.34 means a 34% yield). (1) The reactants are [Br:1][C:2]1[CH:7]=[CH:6][C:5](I)=[CH:4][CH:3]=1.[CH:9]12[CH2:22][CH:13]([N:14]1[C:15]([O:17][C:18]([CH3:21])([CH3:20])[CH3:19])=[O:16])[CH2:12][NH:11][CH2:10]2.CC1(C)C2C(=C(P(C3C=CC=CC=3)C3C=CC=CC=3)C=CC=2)OC2C(P(C3C=CC=CC=3)C3C=CC=CC=3)=CC=CC1=2.CC(C)([O-])C.[Na+]. The catalyst is C1(C)C=CC=CC=1.C1C=CC(/C=C/C(/C=C/C2C=CC=CC=2)=O)=CC=1.C1C=CC(/C=C/C(/C=C/C2C=CC=CC=2)=O)=CC=1.C1C=CC(/C=C/C(/C=C/C2C=CC=CC=2)=O)=CC=1.[Pd].[Pd]. The product is [Br:1][C:2]1[CH:7]=[CH:6][C:5]([N:11]2[CH2:12][CH:13]3[CH2:22][CH:9]([N:14]3[C:15]([O:17][C:18]([CH3:21])([CH3:20])[CH3:19])=[O:16])[CH2:10]2)=[CH:4][CH:3]=1. The yield is 0.280. (2) The reactants are [CH3:1][O:2][C:3]([C:5]1[CH:15]=[C:14]([OH:16])[C:8]2[CH2:9][C:10]([CH3:13])([CH3:12])[O:11][C:7]=2[CH:6]=1)=[O:4].[CH:30]1[CH:35]=[CH:34][C:33](P([C:30]2[CH:35]=[CH:34][CH:33]=[CH:32][CH:31]=2)[C:30]2[CH:35]=[CH:34][CH:33]=[CH:32][CH:31]=2)=[CH:32][CH:31]=1.[CH3:36][CH:37](OC(/N=N/C(OC(C)C)=O)=O)[CH3:38]. The yield is 0.800. The product is [CH3:1][O:2][C:3]([C:5]1[CH:15]=[C:14]([O:16][C@@H:37]([CH3:38])[CH2:36][C:30]2[CH:31]=[CH:32][CH:33]=[CH:34][CH:35]=2)[C:8]2[CH2:9][C:10]([CH3:13])([CH3:12])[O:11][C:7]=2[CH:6]=1)=[O:4]. The catalyst is C(Cl)Cl. (3) The catalyst is CN(C=O)C. The product is [F:26][C:20]1[CH:21]=[CH:22][CH:23]=[C:24]([F:25])[C:19]=1[C:6]1[O:7][C:8]([NH:9][C:10]2[CH:11]=[CH:12][C:13]([C:14]([N:60]3[CH2:66][CH2:65][CH2:64][C@@H:61]3[CH2:62][OH:63])=[O:15])=[CH:17][CH:18]=2)=[C:4]([C:1]([NH2:2])=[O:3])[N:5]=1. The reactants are [C:1]([C:4]1[N:5]=[C:6]([C:19]2[C:24]([F:25])=[CH:23][CH:22]=[CH:21][C:20]=2[F:26])[O:7][C:8]=1[NH:9][C:10]1[CH:18]=[CH:17][C:13]([C:14](O)=[O:15])=[CH:12][CH:11]=1)(=[O:3])[NH2:2].F[P-](F)(F)(F)(F)F.N1(OC(N(C)C)=[N+](C)C)C2N=CC=CC=2N=N1.C(N(C(C)C)CC)(C)C.[NH:60]1[CH2:66][CH2:65][CH2:64][C@@H:61]1[CH2:62][OH:63]. The yield is 0.360.